Dataset: Reaction yield outcomes from USPTO patents with 853,638 reactions. Task: Predict the reaction yield, written as a fraction of the theoretical maximum amount of product (1.0 means a 100% yield; for example, 0.34 means a 34% yield). (1) The catalyst is O1CCOCC1.C1C=CC(/C=C/C(/C=C/C2C=CC=CC=2)=O)=CC=1.C1C=CC(/C=C/C(/C=C/C2C=CC=CC=2)=O)=CC=1.C1C=CC(/C=C/C(/C=C/C2C=CC=CC=2)=O)=CC=1.[Pd].[Pd]. The reactants are Cl[C:2]1[N:10]=[C:9]2[C:5]([N:6]=[C:7]([CH2:12][CH2:13][N:14]3[CH2:19][CH2:18][N:17]([CH:20]4[CH2:25][CH2:24][O:23][CH2:22][CH2:21]4)[CH2:16][CH2:15]3)[N:8]2[CH3:11])=[C:4]([N:26]2[CH2:31][CH2:30][O:29][CH2:28][CH2:27]2)[N:3]=1.[CH2:32]([C:34]1[NH:35][C:36]2[CH:42]=[CH:41][CH:40]=[CH:39][C:37]=2[N:38]=1)[CH3:33].CC(C1C=C(C(C)C)C(C2C=CC=CC=2P(C2CCCCC2)C2CCCCC2)=C(C(C)C)C=1)C.C([O-])([O-])=O.[Cs+].[Cs+]. The product is [CH2:32]([C:34]1[N:35]([C:2]2[N:10]=[C:9]3[C:5]([N:6]=[C:7]([CH2:12][CH2:13][N:14]4[CH2:19][CH2:18][N:17]([CH:20]5[CH2:21][CH2:22][O:23][CH2:24][CH2:25]5)[CH2:16][CH2:15]4)[N:8]3[CH3:11])=[C:4]([N:26]3[CH2:31][CH2:30][O:29][CH2:28][CH2:27]3)[N:3]=2)[C:36]2[CH:42]=[CH:41][CH:40]=[CH:39][C:37]=2[N:38]=1)[CH3:33]. The yield is 0.700. (2) The reactants are [Cl:1][C:2]1[CH:3]=[C:4]([C:8]2[CH:17]=[C:16]([C:18]3[CH:23]=[CH:22][C:21](SC)=[CH:20][CH:19]=3)[C:15]([O:26][CH3:27])=[C:14]3[C:9]=2[CH:10]=[N:11][C:12]([NH:28][CH3:29])=[N:13]3)[CH:5]=[CH:6][CH:7]=1.Cl[C:31]1C=CC=C(C(OO)=O)C=1.[S:41]([O-:44])([O-])=[O:42].[Na+].[Na+]. The catalyst is C(Cl)Cl. The product is [Cl:1][C:2]1[CH:3]=[C:4]([C:8]2[CH:17]=[C:16]([C:18]3[CH:23]=[CH:22][C:21]([S:41]([CH3:31])(=[O:44])=[O:42])=[CH:20][CH:19]=3)[C:15]([O:26][CH3:27])=[C:14]3[C:9]=2[CH:10]=[N:11][C:12]([NH:28][CH3:29])=[N:13]3)[CH:5]=[CH:6][CH:7]=1. The yield is 0.130. (3) The catalyst is CN(C=O)C.O. The yield is 0.800. The reactants are [F:1][C:2]([F:24])([F:23])[C:3]1[CH:4]=[C:5]([C:19]([F:22])([F:21])[F:20])[C:6]2[CH:7]=[CH:8][C:9]3[N:10]([CH:13]=[C:14]([C:16](O)=[O:17])[N:15]=3)[C:11]=2[N:12]=1.CCN(C(C)C)C(C)C.CN(C(ON1N=NC2C=CC=CC1=2)=[N+](C)C)C.[B-](F)(F)(F)F.[CH3:56][O:57][CH:58]([O:61][CH3:62])[CH2:59][NH2:60]. The product is [CH3:56][O:57][CH:58]([O:61][CH3:62])[CH2:59][NH:60][C:16]([C:14]1[N:15]=[C:9]2[CH:8]=[CH:7][C:6]3[C:5]([C:19]([F:21])([F:22])[F:20])=[CH:4][C:3]([C:2]([F:24])([F:1])[F:23])=[N:12][C:11]=3[N:10]2[CH:13]=1)=[O:17]. (4) The reactants are [CH3:1][C:2]1[S:6][CH:5]=[N:4][C:3]=1[C:7]([OH:9])=O.O1CCCC1.C(Cl)(=O)C(Cl)=O.[NH2:21][C:22]1[CH:23]=[C:24]([CH:41]=[CH:42][C:43]=1[CH3:44])[O:25][C:26]1[CH:27]=[CH:28][C:29]2[N:30]([CH:32]=[C:33]([NH:35][C:36]([CH:38]3[CH2:40][CH2:39]3)=[O:37])[N:34]=2)[N:31]=1. The catalyst is CN(C)C=O.CN(C)C(=O)C. The product is [CH:38]1([C:36]([NH:35][C:33]2[N:34]=[C:29]3[CH:28]=[CH:27][C:26]([O:25][C:24]4[CH:41]=[CH:42][C:43]([CH3:44])=[C:22]([NH:21][C:7]([C:3]5[N:4]=[CH:5][S:6][C:2]=5[CH3:1])=[O:9])[CH:23]=4)=[N:31][N:30]3[CH:32]=2)=[O:37])[CH2:39][CH2:40]1. The yield is 0.600. (5) The catalyst is ClCCl. The yield is 0.250. The product is [N+:1]([C:4]1[CH:10]=[CH:9][C:8]([C:11]2[S:12][CH:13]=[CH:14][CH:15]=2)=[CH:7][C:5]=1[NH:6][C:17](=[O:19])[NH:28][CH2:29][CH:30]1[CH2:35][CH2:34][N:33]([C:36]([O:38][C:39]([CH3:42])([CH3:41])[CH3:40])=[O:37])[CH2:32][CH2:31]1)([O-:3])=[O:2]. The reactants are [N+:1]([C:4]1[CH:10]=[CH:9][C:8]([C:11]2[S:12][CH:13]=[CH:14][CH:15]=2)=[CH:7][C:5]=1[NH2:6])([O-:3])=[O:2].Cl[C:17](Cl)([O:19]C(=O)OC(Cl)(Cl)Cl)Cl.[NH2:28][CH2:29][CH:30]1[CH2:35][CH2:34][N:33]([C:36]([O:38][C:39]([CH3:42])([CH3:41])[CH3:40])=[O:37])[CH2:32][CH2:31]1. (6) The reactants are [C:1]([C:9]1[CH:30]=[CH:29][C:12]([C:13]([NH:15][C:16]2[S:17][C:18]3[CH:24]=[C:23]([O:25][CH2:26][C:27]#[CH:28])[CH:22]=[CH:21][C:19]=3[N:20]=2)=[O:14])=[CH:11][CH:10]=1)(=[O:8])[C:2]1[CH:7]=[CH:6][CH:5]=[CH:4][CH:3]=1.[H][H]. The catalyst is [Pd].C(OCC)(=O)C. The product is [C:1]([C:9]1[CH:10]=[CH:11][C:12]([C:13]([NH:15][C:16]2[S:17][C:18]3[CH:24]=[C:23]([O:25][CH2:26][CH2:27][CH3:28])[CH:22]=[CH:21][C:19]=3[N:20]=2)=[O:14])=[CH:29][CH:30]=1)(=[O:8])[C:2]1[CH:3]=[CH:4][CH:5]=[CH:6][CH:7]=1. The yield is 0.520. (7) The reactants are [NH2:1][C:2]1[CH:10]=[CH:9][C:5]([C:6]([NH2:8])=[O:7])=[CH:4][C:3]=1[CH3:11].[CH3:12][O:13][C:14]1[CH:19]=[CH:18][C:17]([C:20](=O)[CH2:21][CH2:22][C:23](=O)[CH2:24][CH2:25][C:26](=[O:30])CCC)=[CH:16][CH:15]=1.[OH2:33].[C:34]1([CH3:44])C=CC(S(O)(=O)=O)=CC=1. The catalyst is C(O)C. The product is [CH2:34]([O:33][C:26](=[O:30])[CH2:25][CH2:24][C:23]1[N:1]([C:2]2[CH:10]=[CH:9][C:5]([C:6](=[O:7])[NH2:8])=[CH:4][C:3]=2[CH3:11])[C:20]([C:17]2[CH:16]=[CH:15][C:14]([O:13][CH3:12])=[CH:19][CH:18]=2)=[CH:21][CH:22]=1)[CH3:44]. The yield is 0.300.